From a dataset of Peptide-MHC class I binding affinity with 185,985 pairs from IEDB/IMGT. Regression. Given a peptide amino acid sequence and an MHC pseudo amino acid sequence, predict their binding affinity value. This is MHC class I binding data. (1) The peptide sequence is WSQNPTMLY. The MHC is HLA-B27:05 with pseudo-sequence HLA-B27:05. The binding affinity (normalized) is 0.0847. (2) The peptide sequence is CTNFKTQLV. The MHC is HLA-A01:01 with pseudo-sequence HLA-A01:01. The binding affinity (normalized) is 0.348. (3) The peptide sequence is EPLWGSLAV. The MHC is HLA-A69:01 with pseudo-sequence HLA-A69:01. The binding affinity (normalized) is 0.637.